From a dataset of Full USPTO retrosynthesis dataset with 1.9M reactions from patents (1976-2016). Predict the reactants needed to synthesize the given product. Given the product [CH2:1]([O:8][C:9]1[CH:10]=[CH:11][C:12]([O:18][CH3:19])=[C:13]([N:14]([CH2:15][CH3:16])[CH2:30][CH2:31][CH2:32][C:33]([O:35][CH3:36])=[O:34])[CH:17]=1)[C:2]1[CH:3]=[CH:4][CH:5]=[CH:6][CH:7]=1, predict the reactants needed to synthesize it. The reactants are: [CH2:1]([O:8][C:9]1[CH:10]=[CH:11][C:12]([O:18][CH3:19])=[C:13]([CH:17]=1)[NH:14][CH2:15][CH3:16])[C:2]1[CH:7]=[CH:6][CH:5]=[CH:4][CH:3]=1.CCN(C(C)C)C(C)C.I[CH2:30][CH2:31][CH2:32][C:33]([O:35][CH3:36])=[O:34].